From a dataset of Forward reaction prediction with 1.9M reactions from USPTO patents (1976-2016). Predict the product of the given reaction. Given the reactants [Cl:1][C:2]1[CH:3]=[C:4]([C@@H:8]2[C@@H:13]([C:14]3[CH:19]=[CH:18][C:17]([Cl:20])=[CH:16][CH:15]=3)[N:12]([C@@H:21]([CH2:30][CH3:31])[CH2:22][N:23]3[CH2:27][CH2:26][CH2:25][S:24]3(=[O:29])=[O:28])[C:11](=[O:32])[C@@:10]([CH2:34][C:35]3[CH:40]=[CH:39][CH:38]=[C:37]([O:41]C)[N:36]=3)([CH3:33])[CH2:9]2)[CH:5]=[CH:6][CH:7]=1.OC1N=C(CC2(C)CCCNC2=O)C=CC=1, predict the reaction product. The product is: [Cl:1][C:2]1[CH:3]=[C:4]([C@@H:8]2[C@@H:13]([C:14]3[CH:15]=[CH:16][C:17]([Cl:20])=[CH:18][CH:19]=3)[N:12]([C@@H:21]([CH2:30][CH3:31])[CH2:22][N:23]3[CH2:27][CH2:26][CH2:25][S:24]3(=[O:29])=[O:28])[C:11](=[O:32])[C@@:10]([CH2:34][C:35]3[CH:40]=[CH:39][CH:38]=[C:37]([OH:41])[N:36]=3)([CH3:33])[CH2:9]2)[CH:5]=[CH:6][CH:7]=1.